Dataset: Peptide-MHC class II binding affinity with 134,281 pairs from IEDB. Task: Regression. Given a peptide amino acid sequence and an MHC pseudo amino acid sequence, predict their binding affinity value. This is MHC class II binding data. (1) The peptide sequence is CEYIPLFSATARRAM. The MHC is DRB1_1302 with pseudo-sequence DRB1_1302. The binding affinity (normalized) is 0.362. (2) The peptide sequence is RSPISNMVSMANNHM. The MHC is DRB5_0101 with pseudo-sequence DRB5_0101. The binding affinity (normalized) is 0.403. (3) The peptide sequence is SDGSWSTVSSEANAEDVVCC. The MHC is DRB5_0101 with pseudo-sequence DRB5_0101. The binding affinity (normalized) is 0.